Dataset: Full USPTO retrosynthesis dataset with 1.9M reactions from patents (1976-2016). Task: Predict the reactants needed to synthesize the given product. (1) Given the product [NH2:23][CH:18]([CH2:19][CH2:20][CH:21]=[CH2:22])[C@@H:17]([OH:26])[C@@H:9]([N:8]([CH2:27][C:28]1[CH:29]=[CH:30][CH:31]=[CH:32][CH:33]=1)[CH2:1][C:2]1[CH:3]=[CH:4][CH:5]=[CH:6][CH:7]=1)[CH2:10][C:11]1[CH:16]=[CH:15][CH:14]=[CH:13][CH:12]=1, predict the reactants needed to synthesize it. The reactants are: [CH2:1]([N:8]([CH2:27][C:28]1[CH:33]=[CH:32][CH:31]=[CH:30][CH:29]=1)[C@H:9]([C@H:17]([OH:26])[CH:18]([N+:23]([O-])=O)[CH2:19][CH2:20][CH:21]=[CH2:22])[CH2:10][C:11]1[CH:16]=[CH:15][CH:14]=[CH:13][CH:12]=1)[C:2]1[CH:7]=[CH:6][CH:5]=[CH:4][CH:3]=1.Cl. (2) Given the product [Si:15]([O:14][CH:13]1[C:6]2=[CH:5][C:4]3[CH:3]=[C:2]([C:30](=[O:34])[CH2:31][CH2:32][CH3:33])[CH:10]=[CH:9][C:8]=3[N:7]2[CH2:11][CH2:12]1)([C:18]([CH3:21])([CH3:20])[CH3:19])([CH3:17])[CH3:16], predict the reactants needed to synthesize it. The reactants are: Br[C:2]1[CH:10]=[CH:9][C:8]2[N:7]3[CH2:11][CH2:12][CH:13]([O:14][Si:15]([C:18]([CH3:21])([CH3:20])[CH3:19])([CH3:17])[CH3:16])[C:6]3=[CH:5][C:4]=2[CH:3]=1.[Li]CCCC.CON(C)[C:30](=[O:34])[CH2:31][CH2:32][CH3:33]. (3) Given the product [Cl:24][C:12]1[CH:13]=[C:14]2[C:9](=[C:10]([N:25]([CH3:27])[CH3:26])[CH:11]=1)[N:8]=[C:7]([N:28]([CH3:29])[CH3:30])[C:6]([C:4]([OH:5])=[O:3])=[C:15]2[CH2:16][C:17]1[CH:22]=[CH:21][CH:20]=[CH:19][C:18]=1[Cl:23], predict the reactants needed to synthesize it. The reactants are: C([O:3][C:4]([C:6]1[C:7]([N:28]([CH3:30])[CH3:29])=[N:8][C:9]2[C:14]([C:15]=1[CH2:16][C:17]1[CH:22]=[CH:21][CH:20]=[CH:19][C:18]=1[Cl:23])=[CH:13][C:12]([Cl:24])=[CH:11][C:10]=2[N:25]([CH3:27])[CH3:26])=[O:5])C.[OH-].[Na+]. (4) Given the product [Br:1][C:2]1[CH:11]=[C:10]2[C:5]([C:6]([S:12][C:13]3([C:17]([OH:19])=[O:18])[CH2:14][CH2:15][CH2:16]3)=[CH:7][CH:8]=[N:9]2)=[CH:4][CH:3]=1, predict the reactants needed to synthesize it. The reactants are: [Br:1][C:2]1[CH:11]=[C:10]2[C:5]([C:6]([S:12][C:13]3([C:17]([O:19]CC)=[O:18])[CH2:16][CH2:15][CH2:14]3)=[CH:7][CH:8]=[N:9]2)=[CH:4][CH:3]=1.O.[OH-].[Li+].